Dataset: Reaction yield outcomes from USPTO patents with 853,638 reactions. Task: Predict the reaction yield, written as a fraction of the theoretical maximum amount of product (1.0 means a 100% yield; for example, 0.34 means a 34% yield). The reactants are C[O:2][C:3]([C@@:5]12[CH2:23][C@H:22]1[CH:21]=[CH:20][CH2:19][CH2:18][CH2:17][CH2:16][N:15]([CH3:24])[C:14](=[O:25])[N:13]1[C@@H:8]([CH2:9][C@H:10]([O:26][C:27]3[C:36]4[C:31](=[C:32]([CH3:39])[C:33]([O:37][CH3:38])=[CH:34][CH:35]=4)[N:30]=[C:29]([C:40]4[S:41][CH:42]=[C:43]([C:45]#[CH:46])[N:44]=4)[CH:28]=3)[CH2:11][CH2:12]1)[C:7](=[O:47])[NH:6]2)=[O:4].[Li+].[OH-].Cl. The catalyst is O1CCCC1.O. The product is [C:45]([C:43]1[N:44]=[C:40]([C:29]2[CH:28]=[C:27]([O:26][C@H:10]3[CH2:9][C@@H:8]4[N:13]([C:14](=[O:25])[N:15]([CH3:24])[CH2:16][CH2:17][CH2:18][CH2:19][CH:20]=[CH:21][C@H:22]5[C@:5]([C:3]([OH:4])=[O:2])([NH:6][C:7]4=[O:47])[CH2:23]5)[CH2:12][CH2:11]3)[C:36]3[C:31](=[C:32]([CH3:39])[C:33]([O:37][CH3:38])=[CH:34][CH:35]=3)[N:30]=2)[S:41][CH:42]=1)#[CH:46]. The yield is 0.460.